Dataset: Forward reaction prediction with 1.9M reactions from USPTO patents (1976-2016). Task: Predict the product of the given reaction. Given the reactants C(O[C:4]([C:6]1[N:7]2[N:13]=[C:12]([C:14]3[CH:19]=[CH:18][CH:17]=[C:16]([NH:20][S:21]([C:24]4[CH:29]=[C:28]([F:30])[CH:27]=[CH:26][C:25]=4[F:31])(=[O:23])=[O:22])[CH:15]=3)[C:11]([C:32]3[CH:37]=[CH:36][N:35]=[CH:34][CH:33]=3)=[C:8]2[S:9][CH:10]=1)=[O:5])C.[NH3:38], predict the reaction product. The product is: [F:31][C:25]1[CH:26]=[CH:27][C:28]([F:30])=[CH:29][C:24]=1[S:21]([NH:20][C:16]1[CH:15]=[C:14]([C:12]2[C:11]([C:32]3[CH:33]=[CH:34][N:35]=[CH:36][CH:37]=3)=[C:8]3[S:9][CH:10]=[C:6]([C:4]([NH2:38])=[O:5])[N:7]3[N:13]=2)[CH:19]=[CH:18][CH:17]=1)(=[O:23])=[O:22].